From a dataset of Catalyst prediction with 721,799 reactions and 888 catalyst types from USPTO. Predict which catalyst facilitates the given reaction. (1) Reactant: [OH:1][C:2]1[CH:10]=[CH:9][C:5]([C:6]([OH:8])=O)=[CH:4][CH:3]=1.[NH2:11][C:12]1[CH:17]=[CH:16][C:15]([OH:18])=[CH:14][CH:13]=1.CCN=C=NCCCN(C)C. Product: [OH:1][C:2]1[CH:3]=[CH:4][C:5]([C:6]([NH:11][C:12]2[CH:17]=[CH:16][C:15]([OH:18])=[CH:14][CH:13]=2)=[O:8])=[CH:9][CH:10]=1. The catalyst class is: 3. (2) Reactant: Br[C:2]1[CH:3]=[CH:4][C:5]([N:8]2[CH2:14][CH2:13][CH2:12][O:11][CH2:10][CH2:9]2)=[N:6][CH:7]=1.CC1(C)C(C)(C)[O:19][B:18](B2OC(C)(C)C(C)(C)O2)[O:17]1.CC([O-])=O.[K+]. Product: [O:11]1[CH2:12][CH2:13][CH2:14][N:8]([C:5]2[N:6]=[CH:7][C:2]([B:18]([OH:19])[OH:17])=[CH:3][CH:4]=2)[CH2:9][CH2:10]1. The catalyst class is: 75. (3) Reactant: [F:1][C:2]1[CH:7]=[CH:6][C:5]([N:8]2[C@H:11]([C:12]3[CH:17]=[CH:16][C:15]([OH:18])=[CH:14][CH:13]=3)[C@@H:10]([CH2:19][CH2:20][C:21](=[O:29])[C:22]3[CH:27]=[CH:26][C:25]([F:28])=[CH:24][CH:23]=3)[C:9]2=[O:30])=[CH:4][CH:3]=1.Br[CH2:32][C:33]([O:35][C:36]([CH3:39])([CH3:38])[CH3:37])=[O:34].C([O-])([O-])=O.[Cs+].[Cs+]. Product: [F:1][C:2]1[CH:3]=[CH:4][C:5]([N:8]2[C@H:11]([C:12]3[CH:13]=[CH:14][C:15]([O:18][CH2:32][C:33]([O:35][C:36]([CH3:39])([CH3:38])[CH3:37])=[O:34])=[CH:16][CH:17]=3)[C@@H:10]([CH2:19][CH2:20][C:21](=[O:29])[C:22]3[CH:27]=[CH:26][C:25]([F:28])=[CH:24][CH:23]=3)[C:9]2=[O:30])=[CH:6][CH:7]=1. The catalyst class is: 23. (4) Reactant: [NH2:1][C:2]1[CH:3]=[C:4]([NH:16][C:17](=[O:19])[CH3:18])[CH:5]=[C:6]([C:8]2[CH:13]=[CH:12][C:11]([F:14])=[CH:10][C:9]=2[F:15])[CH:7]=1.[Br:20][C:21]1[CH:26]=[CH:25][C:24](F)=[C:23]([N+:28]([O-:30])=[O:29])[CH:22]=1.[F-].[K+]. Product: [Br:20][C:21]1[CH:26]=[CH:25][C:24]([NH:1][C:2]2[CH:3]=[C:4]([NH:16][C:17](=[O:19])[CH3:18])[CH:5]=[C:6]([C:8]3[CH:13]=[CH:12][C:11]([F:14])=[CH:10][C:9]=3[F:15])[CH:7]=2)=[C:23]([N+:28]([O-:30])=[O:29])[CH:22]=1. The catalyst class is: 3. (5) Reactant: [C:1]([C:3]1[CH:8]=[CH:7][C:6]([N:9]2[C:14](=[O:15])[C:13]3[CH:16]=[CH:17][CH:18]=[N:19][C:12]=3[N:11]=[C:10]2/[CH:20]=C/C2C=CC(F)=CC=2)=[CH:5][CH:4]=1)#[CH:2].[C:29]([O-])(O)=O.[Na+]. Product: [CH3:20][C:10]1([CH3:29])[NH:11][C:12]2[N:19]=[CH:18][CH:17]=[CH:16][C:13]=2[C:14](=[O:15])[N:9]1[C:6]1[CH:7]=[CH:8][C:3]([C:1]#[CH:2])=[CH:4][CH:5]=1. The catalyst class is: 15. (6) Reactant: [N+:1]([C:4]1[CH:9]=[CH:8][C:7]([OH:10])=[CH:6][CH:5]=1)([O-:3])=[O:2].[C:11](=[O:14])([O-])[O-].[K+].[K+].[I-].[K+].P(O)([O-])([O-])=O.[Na+].[Na+].Br[CH2:27][CH2:28][CH2:29][CH2:30][CH2:31][C:32]([O:34][CH2:35][CH2:36][O:37][CH2:38][CH2:39][O:40][C:41](=[O:48])[CH2:42][CH2:43][CH2:44][CH2:45][CH2:46]Br)=[O:33]. Product: [N+:1]([C:4]1[CH:9]=[CH:8][C:7]([O:10][CH2:27][CH2:28][CH2:29][CH2:30][CH2:31][C:32]([O:34][CH2:35][CH2:36][O:37][CH2:38][CH2:39][O:40][C:41](=[O:48])[CH2:42][CH2:43][CH2:44][CH2:45][CH2:46][O:14][C:11]2[CH:8]=[CH:9][C:4]([N+:1]([O-:3])=[O:2])=[CH:5][CH:6]=2)=[O:33])=[CH:6][CH:5]=1)([O-:3])=[O:2]. The catalyst class is: 21.